From a dataset of Catalyst prediction with 721,799 reactions and 888 catalyst types from USPTO. Predict which catalyst facilitates the given reaction. (1) Reactant: [OH-].[K+].[Cl:3][C:4]1[CH:5]=[CH:6][C:7]2[S:11][C:10]([S:12]([NH:15][C:16]3[CH:17]=[C:18]([CH:23]=[CH:24][CH:25]=3)[C:19]([O:21]C)=[O:20])(=[O:14])=[O:13])=[C:9]([CH3:26])[C:8]=2[CH:27]=1. Product: [Cl:3][C:4]1[CH:5]=[CH:6][C:7]2[S:11][C:10]([S:12]([NH:15][C:16]3[CH:17]=[C:18]([CH:23]=[CH:24][CH:25]=3)[C:19]([OH:21])=[O:20])(=[O:14])=[O:13])=[C:9]([CH3:26])[C:8]=2[CH:27]=1. The catalyst class is: 5. (2) Reactant: [C:1]([C:5]1[CH:10]=[CH:9][C:8]([N:11]2[C:15](=[O:16])[C:14]([CH3:18])([CH3:17])[N:13]([CH2:19][C:20]3[CH:25]=[CH:24][N:23]4[O:26][C:27](=S)[N:28]=[C:22]4[CH:21]=3)[C:12]2=[O:30])=[CH:7][CH:6]=1)([CH3:4])([CH3:3])[CH3:2].[NH2:31][CH2:32][CH2:33][N:34]1[CH2:39][CH2:38][CH2:37][CH2:36][CH2:35]1. Product: [C:1]([C:5]1[CH:10]=[CH:9][C:8]([N:11]2[C:15](=[O:16])[C:14]([CH3:18])([CH3:17])[N:13]([CH2:19][C:20]3[CH:25]=[CH:24][N:23]=[C:22]([NH:28][C:27]([NH:31][CH2:32][CH2:33][N:34]4[CH2:39][CH2:38][CH2:37][CH2:36][CH2:35]4)=[O:26])[CH:21]=3)[C:12]2=[O:30])=[CH:7][CH:6]=1)([CH3:4])([CH3:3])[CH3:2]. The catalyst class is: 12. (3) Reactant: [CH2:1]([O:8][C:9]1[CH:18]=[CH:17][C:16]([C:19](=[O:25])[CH:20](OCC)O)=[CH:15][C:10]=1[C:11]([O:13][CH3:14])=[O:12])[C:2]1[CH:7]=[CH:6][CH:5]=[CH:4][CH:3]=1.[CH3:26][C:27]([NH2:36])([CH3:35])[CH2:28][CH2:29][N:30]1[CH:34]=[N:33][N:32]=[CH:31]1. Product: [CH2:1]([O:8][C:9]1[CH:18]=[CH:17][C:16]([C:19](=[O:25])[CH:20]=[N:36][C:27]([CH3:35])([CH3:26])[CH2:28][CH2:29][N:30]2[CH:31]=[N:32][N:33]=[CH:34]2)=[CH:15][C:10]=1[C:11]([O:13][CH3:14])=[O:12])[C:2]1[CH:3]=[CH:4][CH:5]=[CH:6][CH:7]=1. The catalyst class is: 8. (4) Reactant: Cl.[NH2:2][CH2:3][CH2:4][C:5]([O:7][CH2:8][CH3:9])=[O:6].[CH:10]1([CH:16]([NH:33][C:34]2[CH:42]=[CH:41][C:37]([C:38](O)=[O:39])=[CH:36][N:35]=2)[C:17]2[CH:18]=[N:19][C:20]([C:23]3[CH:28]=[CH:27][C:26]([C:29]([F:32])([F:31])[F:30])=[CH:25][CH:24]=3)=[N:21][CH:22]=2)[CH2:15][CH2:14][CH2:13][CH2:12][CH2:11]1.O.OC1C2N=NNC=2C=CC=1.C(N(CC)CC)C.Cl.C(N=C=NCCCN(C)C)C.C(=O)=O.CO. Product: [CH:10]1([CH:16]([NH:33][C:34]2[N:35]=[CH:36][C:37]([C:38]([NH:2][CH2:3][CH2:4][C:5]([O:7][CH2:8][CH3:9])=[O:6])=[O:39])=[CH:41][CH:42]=2)[C:17]2[CH:18]=[N:19][C:20]([C:23]3[CH:24]=[CH:25][C:26]([C:29]([F:31])([F:32])[F:30])=[CH:27][CH:28]=3)=[N:21][CH:22]=2)[CH2:15][CH2:14][CH2:13][CH2:12][CH2:11]1. The catalyst class is: 46. (5) Reactant: Cl.[CH2:2]([S:9][C:10](=[NH:12])[NH2:11])[C:3]1[CH:8]=[CH:7][CH:6]=[CH:5][CH:4]=1.[F:13][C:14]1[CH:19]=[CH:18][C:17]([C:20](=O)[CH:21]([C:23]2[CH:28]=[CH:27][C:26]([S:29]([CH3:32])(=[O:31])=[O:30])=[CH:25][CH:24]=2)Br)=[CH:16][CH:15]=1.C([O-])(O)=O.[Na+]. Product: [CH2:2]([S:9][C:10]1[NH:11][C:20]([C:17]2[CH:18]=[CH:19][C:14]([F:13])=[CH:15][CH:16]=2)=[C:21]([C:23]2[CH:24]=[CH:25][C:26]([S:29]([CH3:32])(=[O:31])=[O:30])=[CH:27][CH:28]=2)[N:12]=1)[C:3]1[CH:8]=[CH:7][CH:6]=[CH:5][CH:4]=1. The catalyst class is: 14.